Dataset: Retrosynthesis with 50K atom-mapped reactions and 10 reaction types from USPTO. Task: Predict the reactants needed to synthesize the given product. (1) Given the product CC(C)(C)[C@H]1CC[C@@H](O)CC1, predict the reactants needed to synthesize it. The reactants are: CC(C)(C)C1CCC(=O)CC1. (2) Given the product Oc1ccc(C(F)(F)F)cc1-c1ccnn1C1CNC1, predict the reactants needed to synthesize it. The reactants are: CC(C)(C)OC(=O)N1CC(n2nccc2-c2cc(C(F)(F)F)ccc2O)C1. (3) Given the product CCC1c2cc(F)ccc2-c2ccccc2N1S(=O)(=O)c1ccc(OC(=O)CC(C)(C)C)cc1, predict the reactants needed to synthesize it. The reactants are: CC(C)(C)CC(=O)Cl.CCC1c2cc(F)ccc2-c2ccccc2N1S(=O)(=O)c1ccc(O)cc1. (4) Given the product Cc1ccc(C(=O)O)cc1OCc1ccccc1, predict the reactants needed to synthesize it. The reactants are: Cc1ccc(C(=O)OCc2ccccc2)cc1OCc1ccccc1. (5) Given the product CC(C)(C)OC(=O)N1CC2CN(CCN(CCCc3ccc(C#N)cc3)S(C)(=O)=O)CC(C1)O2, predict the reactants needed to synthesize it. The reactants are: CC(C)(C)OC(=O)N1CC2CNCC(C1)O2.CS(=O)(=O)OCCN(CCCc1ccc(C#N)cc1)S(C)(=O)=O. (6) Given the product CC(C)(C#N)c1cccc(C(=O)Nc2ccc(Cl)c(Oc3ccc4nc(NC(=O)CCl)sc4n3)c2)c1, predict the reactants needed to synthesize it. The reactants are: CC(C)(C#N)c1cccc(C(=O)Nc2ccc(Cl)c(Oc3ccc4nc(N)sc4n3)c2)c1.O=C(Cl)CCl. (7) Given the product CC(C)(C)OC(=O)n1c(CO)cc2ccc(F)cc21, predict the reactants needed to synthesize it. The reactants are: CCOC(=O)c1cc2ccc(F)cc2n1C(=O)OC(C)(C)C.